From a dataset of Forward reaction prediction with 1.9M reactions from USPTO patents (1976-2016). Predict the product of the given reaction. (1) Given the reactants [F:1][C:2]1[CH:7]=[CH:6][C:5]([C:8]2[C:9]([CH3:14])=[N:10][NH:11][C:12]=2[NH2:13])=[CH:4][CH:3]=1.[C:15](OC)(=[O:21])[CH2:16][C:17](OC)=[O:18], predict the reaction product. The product is: [F:1][C:2]1[CH:3]=[CH:4][C:5]([C:8]2[C:9]([CH3:14])=[N:10][N:11]3[C:17](=[O:18])[CH2:16][C:15](=[O:21])[NH:13][C:12]=23)=[CH:6][CH:7]=1. (2) The product is: [C:11]([NH:10][C:7]1[CH:8]=[CH:9][C:4]([C:3]([O:2][CH3:1])=[O:18])=[C:5]([OH:17])[C:6]=1[CH2:14][CH2:15][CH2:16][OH:28])(=[O:13])[CH3:12]. Given the reactants [CH3:1][O:2][C:3](=[O:18])[C:4]1[CH:9]=[CH:8][C:7]([NH:10][C:11](=[O:13])[CH3:12])=[C:6]([CH2:14][CH:15]=[CH2:16])[C:5]=1[OH:17].B1C2CCCC1CCC2.[OH-:28].[Na+].OO, predict the reaction product. (3) Given the reactants [CH3:1][O:2][CH:3]([O:15][CH3:16])[C:4]1[CH:5]=[CH:6][C:7]2[CH2:13][CH2:12][CH2:11][CH2:10][NH:9][C:8]=2[N:14]=1.[C:17]([C:19]1[CH:20]=[CH:21][C:22]([NH:25][C:26](=O)[O:27]C2C=CC=CC=2)=[N:23][CH:24]=1)#[N:18], predict the reaction product. The product is: [C:17]([C:19]1[CH:20]=[CH:21][C:22]([NH:25][C:26]([N:9]2[CH2:10][CH2:11][CH2:12][CH2:13][C:7]3[CH:6]=[CH:5][C:4]([CH:3]([O:2][CH3:1])[O:15][CH3:16])=[N:14][C:8]2=3)=[O:27])=[N:23][CH:24]=1)#[N:18]. (4) Given the reactants [Br:1][C:2]1[CH:10]=[C:9]2[C:5]([CH2:6][C:7]3([CH2:16][CH2:15][CH:14]([O:17][CH3:18])[CH2:13][CH2:12]3)[C:8]2=O)=[CH:4][CH:3]=1.[CH3:19][C:20]([S:23]([NH2:25])=[O:24])([CH3:22])[CH3:21], predict the reaction product. The product is: [Br:1][C:2]1[CH:10]=[C:9]2[C:5](=[CH:4][CH:3]=1)[CH2:6][C:7]1([CH2:16][CH2:15][CH:14]([O:17][CH3:18])[CH2:13][CH2:12]1)[C:8]2=[N:25][S:23]([C:20]([CH3:22])([CH3:21])[CH3:19])=[O:24]. (5) Given the reactants [OH:1][C:2]1[C:3]([CH3:23])=[C:4]2[C:9](=[C:10]([CH3:13])[C:11]=1[CH3:12])[O:8][C:7]([CH3:22])([C:14]([NH:16][CH2:17][CH2:18][CH:19]([CH3:21])[CH3:20])=[O:15])[CH2:6][CH2:5]2.[O:24]=[N+]([O-])[O-].[O-][N+](=O)[O-].[O-][N+](=O)[O-].[O-][N+](=O)[O-].[O-][N+](=O)[O-].[O-][N+](=O)[O-].[Ce+4].[NH4+].[NH4+], predict the reaction product. The product is: [OH:24][C:7]([CH3:22])([CH2:6][CH2:5][C:4]1[C:9](=[O:8])[C:10]([CH3:13])=[C:11]([CH3:12])[C:2](=[O:1])[C:3]=1[CH3:23])[C:14]([NH:16][CH2:17][CH2:18][CH:19]([CH3:21])[CH3:20])=[O:15]. (6) The product is: [Cl:8][C:6]1[N:5]=[C:4]([N:9]2[CH2:14][CH2:13][O:12][CH2:11][CH2:10]2)[N:3]=[C:2]([NH:33][CH2:32][CH2:31][NH:30][C:24]2[CH:29]=[CH:28][CH:27]=[CH:26][CH:25]=2)[CH:7]=1. Given the reactants Cl[C:2]1[CH:7]=[C:6]([Cl:8])[N:5]=[C:4]([N:9]2[CH2:14][CH2:13][O:12][CH2:11][CH2:10]2)[N:3]=1.CCN(C(C)C)C(C)C.[C:24]1([NH:30][CH2:31][CH2:32][NH2:33])[CH:29]=[CH:28][CH:27]=[CH:26][CH:25]=1, predict the reaction product. (7) Given the reactants O.[OH-].[Li+].[CH3:4][CH2:5][CH:6]([C:9]1[S:10][CH:11]=[C:12]([C:14]([O:16]CC)=[O:15])[N:13]=1)[CH2:7][CH3:8].Cl, predict the reaction product. The product is: [CH3:4][CH2:5][CH:6]([C:9]1[S:10][CH:11]=[C:12]([C:14]([OH:16])=[O:15])[N:13]=1)[CH2:7][CH3:8]. (8) Given the reactants [CH3:1][S:2]([C:5]1[N:6]=[CH:7][C:8]([CH:11]2[CH2:16][CH2:15][CH:14]([O:17][CH2:18][CH:19]3[CH2:24][CH2:23][N:22]([C:25](OC(C)(C)C)=O)[CH2:21][CH2:20]3)[CH2:13][CH2:12]2)=[N:9][CH:10]=1)(=[O:4])=[O:3].CS(C1N=CC(C2CCC(OCOC(N3CCCCC3)=O)CC2)=NC=1)(=O)=O.Cl.C(N(C(C)C)C(C)C)C.ClC1[N:75]=[CH:74][C:73]([CH2:76][CH3:77])=[CH:72][N:71]=1, predict the reaction product. The product is: [CH2:76]([C:73]1[CH:72]=[N:71][C:25]([N:22]2[CH2:23][CH2:24][CH:19]([CH2:18][O:17][CH:14]3[CH2:13][CH2:12][CH:11]([C:8]4[CH:7]=[N:6][C:5]([S:2]([CH3:1])(=[O:4])=[O:3])=[CH:10][N:9]=4)[CH2:16][CH2:15]3)[CH2:20][CH2:21]2)=[N:75][CH:74]=1)[CH3:77]. (9) The product is: [C:2]1([CH2:1][O:9][C:10]2[C:19]3[C:14](=[CH:15][CH:16]=[CH:17][CH:18]=3)[C:13]([O:20][CH2:1][C:2]3[CH:7]=[CH:6][CH:5]=[CH:4][CH:3]=3)=[C:12]([C:21]([O:23][CH2:24][CH3:25])=[O:22])[C:11]=2[C:26]([O:28][CH2:29][CH3:30])=[O:27])[CH:7]=[CH:6][CH:5]=[CH:4][CH:3]=1. Given the reactants [CH2:1](Br)[C:2]1[CH:7]=[CH:6][CH:5]=[CH:4][CH:3]=1.[OH:9][C:10]1[C:19]2[C:14](=[CH:15][CH:16]=[CH:17][CH:18]=2)[C:13]([OH:20])=[C:12]([C:21]([O:23][CH2:24][CH3:25])=[O:22])[C:11]=1[C:26]([O:28][CH2:29][CH3:30])=[O:27].C(=O)([O-])[O-].[K+].[K+], predict the reaction product. (10) The product is: [C:3]([C:7]1[N:11]([CH3:23])[C:10]([C:12]([O:14][CH3:15])=[O:13])=[C:9]([N+:16]([O-:18])=[O:17])[CH:8]=1)([CH3:6])([CH3:4])[CH3:5]. Given the reactants [OH-].[Na+].[C:3]([C:7]1[NH:11][C:10]([C:12]([O:14][CH3:15])=[O:13])=[C:9]([N+:16]([O-:18])=[O:17])[CH:8]=1)([CH3:6])([CH3:5])[CH3:4].S(OC)(O[CH3:23])(=O)=O, predict the reaction product.